Task: Predict which catalyst facilitates the given reaction.. Dataset: Catalyst prediction with 721,799 reactions and 888 catalyst types from USPTO (1) The catalyst class is: 1. Reactant: C(NCC)C.[Cl:6][C:7]1[CH:55]=[CH:54][CH:53]=[CH:52][C:8]=1[C:9]([NH:11][C:12](=[O:51])[NH:13][C:14]1[S:15][C:16]2[CH:22]=[C:21]([S:23]([C:26]([CH3:50])([CH3:49])[CH2:27][N:28]([CH:46]([CH3:48])[CH3:47])C(=O)OCC3C4C=CC=CC=4C4C3=CC=CC=4)(=[O:25])=[O:24])[CH:20]=[CH:19][C:17]=2[N:18]=1)=[O:10]. Product: [Cl:6][C:7]1[CH:55]=[CH:54][CH:53]=[CH:52][C:8]=1[C:9]([NH:11][C:12](=[O:51])[NH:13][C:14]1[S:15][C:16]2[CH:22]=[C:21]([S:23]([C:26]([CH3:49])([CH3:50])[CH2:27][NH:28][CH:46]([CH3:48])[CH3:47])(=[O:25])=[O:24])[CH:20]=[CH:19][C:17]=2[N:18]=1)=[O:10]. (2) Product: [C:15]([C:12]1[CH:13]=[C:14]2[C:9](=[CH:10][CH:11]=1)[NH:8][C:7]([CH3:19])=[C:6]2[C:4](=[O:5])[C:3]1[CH:20]=[CH:21][C:22]([Cl:24])=[CH:23][C:2]=1[Cl:1])([OH:17])=[O:16]. Reactant: [Cl:1][C:2]1[CH:23]=[C:22]([Cl:24])[CH:21]=[CH:20][C:3]=1[C:4]([C:6]1[C:14]2[C:9](=[CH:10][CH:11]=[C:12]([C:15]([O:17]C)=[O:16])[CH:13]=2)[NH:8][C:7]=1[CH3:19])=[O:5].[OH-].[Na+]. The catalyst class is: 8. (3) Reactant: C[Si](C)(C)[N-:3][Si](C)(C)C.[Li+].[N:11]1[C:16]2[NH:17][C:18]3[C:23]([C:15]=2[C:14]([C:24]#[N:25])=[CH:13][CH:12]=1)=[CH:22][CH:21]=[CH:20][CH:19]=3. Product: [N:11]1[C:16]2[NH:17][C:18]3[C:23]([C:15]=2[C:14]([C:24]([NH2:3])=[NH:25])=[CH:13][CH:12]=1)=[CH:22][CH:21]=[CH:20][CH:19]=3. The catalyst class is: 30. (4) Product: [C:2]1([C:8]2[O:9][C:10]3[CH:16]=[CH:15][C:14]([NH:17][C:22]([N:40]4[CH2:41][CH2:42][N:37]([C:34]5[N:33]=[CH:32][C:31]([Br:30])=[CH:36][N:35]=5)[CH2:38][CH2:39]4)=[O:28])=[CH:13][C:11]=3[CH:12]=2)[CH:3]=[CH:4][CH:5]=[CH:6][CH:7]=1. Reactant: Cl.[C:2]1([C:8]2[O:9][C:10]3[CH:16]=[CH:15][C:14]([NH2:17])=[CH:13][C:11]=3[CH:12]=2)[CH:7]=[CH:6][CH:5]=[CH:4][CH:3]=1.ClC(Cl)(O[C:22](=[O:28])OC(Cl)(Cl)Cl)Cl.[Br:30][C:31]1[CH:32]=[N:33][C:34]([N:37]2[CH2:42][CH2:41][NH:40][CH2:39][CH2:38]2)=[N:35][CH:36]=1. The catalyst class is: 4. (5) Reactant: CN.[C:3]([O:7][C:8](=[O:23])[NH:9][CH2:10][CH:11]1[CH2:15][CH2:14][N:13](CC2C=CC=CC=2)[CH2:12]1)([CH3:6])([CH3:5])[CH3:4].OCC1(OC[C@@H](O)[C@@H](O)[C@H]1O)O. Product: [C:3]([O:7][C:8](=[O:23])[NH2:9])([CH3:6])([CH3:5])[CH3:4].[CH3:8][NH:9][CH2:10][CH:11]1[CH2:15][CH2:14][NH:13][CH2:12]1. The catalyst class is: 19. (6) Reactant: [O:1]1[CH:5]=[CH:4][CH:3]=[C:2]1[C:6]([NH:8][C:9]1[CH:10]=[C:11]([C:15]2[C:23]3[C:18](=[CH:19][CH:20]=[C:21]([C:24]([NH2:26])=[O:25])[CH:22]=3)[N:17](C3CCCCO3)[N:16]=2)[CH:12]=[CH:13][CH:14]=1)=[O:7]. Product: [O:1]1[CH:5]=[CH:4][CH:3]=[C:2]1[C:6]([NH:8][C:9]1[CH:10]=[C:11]([C:15]2[C:23]3[C:18](=[CH:19][CH:20]=[C:21]([C:24]([NH2:26])=[O:25])[CH:22]=3)[NH:17][N:16]=2)[CH:12]=[CH:13][CH:14]=1)=[O:7]. The catalyst class is: 11.